Dataset: Catalyst prediction with 721,799 reactions and 888 catalyst types from USPTO. Task: Predict which catalyst facilitates the given reaction. (1) Reactant: [C:1](=O)([O-])[O-].[K+].[K+].IC.[Cl:9][C:10]1[CH:11]=[C:12]([CH:36]=[CH:37][C:38]=1[Cl:39])[CH2:13][N:14]1[CH2:19][CH2:18][O:17][CH:16]([CH2:20][NH:21][C:22](=[O:35])[CH2:23][C:24]2[CH:29]=[CH:28][CH:27]=[C:26]([NH:30][S:31]([CH3:34])(=[O:33])=[O:32])[CH:25]=2)[CH2:15]1.CO. Product: [Cl:9][C:10]1[CH:11]=[C:12]([CH:36]=[CH:37][C:38]=1[Cl:39])[CH2:13][N:14]1[CH2:19][CH2:18][O:17][CH:16]([CH2:20][NH:21][C:22](=[O:35])[CH2:23][C:24]2[CH:29]=[CH:28][CH:27]=[C:26]([N:30]([CH3:1])[S:31]([CH3:34])(=[O:32])=[O:33])[CH:25]=2)[CH2:15]1. The catalyst class is: 21. (2) Reactant: [CH3:1][C:2]1[N:3]=[CH:4][N:5]([C:7]2[CH:12]=[CH:11][C:10]([NH:13][C:14]([NH2:16])=[S:15])=[CH:9][CH:8]=2)[CH:6]=1.Br[CH:18]1[CH2:23][CH2:22][CH2:21][CH:20]([C:24]2[CH:29]=[CH:28][CH:27]=[CH:26][CH:25]=2)[C:19]1=O. Product: [CH3:1][C:2]1[N:3]=[CH:4][N:5]([C:7]2[CH:8]=[CH:9][C:10]([NH:13][C:14]3[S:15][C:26]4[CH2:27][CH2:28][CH2:29][CH:24]([C:20]5[CH:21]=[CH:22][CH:23]=[CH:18][CH:19]=5)[C:25]=4[N:16]=3)=[CH:11][CH:12]=2)[CH:6]=1. The catalyst class is: 8. (3) Reactant: [CH2:1]([O:3][C:4]([N:6]1[CH2:11][CH2:10][N:9]([C:12]([CH:14]([NH:24][C:25]([C:27]2[CH:36]=[C:35]([C:37]([NH:39][CH:40]([C:50]([OH:52])=[O:51])[CH2:41][CH2:42][C:43]([O:45]C(C)(C)C)=[O:44])=[O:38])[C:34]3[C:29](=[CH:30][CH:31]=[CH:32][CH:33]=3)[N:28]=2)=[O:26])[CH2:15][CH2:16][C:17]([O:19]C(C)(C)C)=[O:18])=[O:13])[CH2:8][CH2:7]1)=[O:5])[CH3:2].FC(F)(F)C(O)=O.C(Cl)Cl. Product: [CH2:1]([O:3][C:4]([N:6]1[CH2:7][CH2:8][N:9]([C:12]([CH:14]([NH:24][C:25]([C:27]2[CH:36]=[C:35]([C:37]([NH:39][CH:40]([C:50]([OH:52])=[O:51])[CH2:41][CH2:42][C:43]([OH:45])=[O:44])=[O:38])[C:34]3[C:29](=[CH:30][CH:31]=[CH:32][CH:33]=3)[N:28]=2)=[O:26])[CH2:15][CH2:16][C:17]([OH:19])=[O:18])=[O:13])[CH2:10][CH2:11]1)=[O:5])[CH3:2]. The catalyst class is: 2. (4) Reactant: C([O:3][C:4]([C:6]1[CH:44]=[CH:43][C:9]([O:10][C:11]2[CH:16]=[CH:15][N:14]=[C:13]3[N:17]([CH2:34][C:35]4[CH:40]=[CH:39][C:38]([O:41][CH3:42])=[CH:37][CH:36]=4)[N:18]=[C:19]([NH:20][C@@H:21]4[CH2:26][CH2:25][CH2:24][N:23]([C:27]([O:29][C:30]([CH3:33])([CH3:32])[CH3:31])=[O:28])[CH2:22]4)[C:12]=23)=[CH:8][CH:7]=1)=[O:5])C.[Li+].[OH-].Cl. Product: [C:30]([O:29][C:27]([N:23]1[CH2:24][CH2:25][CH2:26][C@@H:21]([NH:20][C:19]2[C:12]3[C:13](=[N:14][CH:15]=[CH:16][C:11]=3[O:10][C:9]3[CH:43]=[CH:44][C:6]([C:4]([OH:5])=[O:3])=[CH:7][CH:8]=3)[N:17]([CH2:34][C:35]3[CH:36]=[CH:37][C:38]([O:41][CH3:42])=[CH:39][CH:40]=3)[N:18]=2)[CH2:22]1)=[O:28])([CH3:33])([CH3:32])[CH3:31]. The catalyst class is: 87. (5) Reactant: [Br-].C([N+:9]1[CH:14]=[CH:13][C:12]([O:15][CH2:16][CH:17]2[CH2:22][CH2:21][O:20][CH2:19][CH2:18]2)=[CH:11][CH:10]=1)C1C=CC=CC=1.CO.[BH4-].[Na+]. Product: [O:20]1[CH2:19][CH2:18][CH:17]([CH2:16][O:15][CH:12]2[CH2:13][CH2:14][NH:9][CH2:10][CH2:11]2)[CH2:22][CH2:21]1. The catalyst class is: 21. (6) Reactant: C(O[C:9](=[O:26])[CH:10]([NH:16][C:17](=[O:25])[C:18]1[CH:23]=[CH:22][C:21]([F:24])=[CH:20][CH:19]=1)[C:11](=[O:15])[CH:12]([CH3:14])[CH3:13])C1C=CC=CC=1.[CH2:27]([NH2:34])[C:28]1[CH:33]=[CH:32][CH:31]=[CH:30][CH:29]=1. Product: [CH2:27]([NH:34][C:9]([CH:10]([NH:16][C:17](=[O:25])[C:18]1[CH:19]=[CH:20][C:21]([F:24])=[CH:22][CH:23]=1)[C:11](=[O:15])[CH:12]([CH3:13])[CH3:14])=[O:26])[C:28]1[CH:33]=[CH:32][CH:31]=[CH:30][CH:29]=1. The catalyst class is: 37. (7) Reactant: [CH3:1][CH:2]([CH2:14][CH3:15])[CH2:3][NH:4][CH2:5][C:6]1[S:10][C:9](B(O)O)=[CH:8][CH:7]=1.Br[C:17]1[CH:18]=[C:19]2[C:23](=[C:24]([C:26]([NH2:28])=[O:27])[CH:25]=1)[NH:22][CH:21]=[C:20]2[CH:29]1[CH2:34][CH2:33][N:32]([S:35]([CH2:38][CH3:39])(=[O:37])=[O:36])[CH2:31][CH2:30]1.C([O-])([O-])=O.[K+].[K+].O1CCOCC1. Product: [CH2:38]([S:35]([N:32]1[CH2:31][CH2:30][CH:29]([C:20]2[C:19]3[C:23](=[C:24]([C:26]([NH2:28])=[O:27])[CH:25]=[C:17]([C:9]4[S:10][C:6]([CH2:5][NH:4][CH2:3][CH:2]([CH3:1])[CH2:14][CH3:15])=[CH:7][CH:8]=4)[CH:18]=3)[NH:22][CH:21]=2)[CH2:34][CH2:33]1)(=[O:37])=[O:36])[CH3:39]. The catalyst class is: 103.